From a dataset of Full USPTO retrosynthesis dataset with 1.9M reactions from patents (1976-2016). Predict the reactants needed to synthesize the given product. (1) Given the product [N:15]1[CH:14]=[CH:22][CH:18]=[CH:17][C:16]=1[N:2]([NH:6][C:7]1[CH:12]=[CH:11][CH:10]=[CH:9][CH:8]=1)[C:3]([NH2:5])=[O:4], predict the reactants needed to synthesize it. The reactants are: Br[N:2]([NH:6][C:7]1[CH:12]=[CH:11][CH:10]=[CH:9][CH:8]=1)[C:3]([NH2:5])=[O:4].N1[CH:18]=[C:17](B(O)O)[CH:16]=[N:15][CH:14]=1.[CH3:22]N(C=O)C.CCN(CC)CC. (2) Given the product [C:58]([O:57][C:55]([N:54]=[C:45]([NH:44][C:37]([O:39][C:40]([CH3:43])([CH3:42])[CH3:41])=[O:38])[NH:8][CH2:9][CH2:10][O:11][C:12]1[CH:13]=[CH:14][C:15]([CH2:18][CH2:19][CH2:20][CH2:21][NH:22][C:23]([NH:25][C:26]([C:28]2[C:33]([NH2:34])=[N:32][C:31]([NH2:35])=[C:30]([Cl:36])[N:29]=2)=[O:27])=[NH:24])=[CH:16][CH:17]=1)=[O:56])([CH3:61])([CH3:60])[CH3:59], predict the reactants needed to synthesize it. The reactants are: C(N(CC)CC)C.[NH2:8][CH2:9][CH2:10][O:11][C:12]1[CH:17]=[CH:16][C:15]([CH2:18][CH2:19][CH2:20][CH2:21][NH:22][C:23]([NH:25][C:26]([C:28]2[C:33]([NH2:34])=[N:32][C:31]([NH2:35])=[C:30]([Cl:36])[N:29]=2)=[O:27])=[NH:24])=[CH:14][CH:13]=1.[C:37]([NH:44][C:45]([NH:54][C:55]([O:57][C:58]([CH3:61])([CH3:60])[CH3:59])=[O:56])=NS(C(F)(F)F)(=O)=O)([O:39][C:40]([CH3:43])([CH3:42])[CH3:41])=[O:38].